This data is from Forward reaction prediction with 1.9M reactions from USPTO patents (1976-2016). The task is: Predict the product of the given reaction. (1) Given the reactants Br[CH:2]1[C:8](=O)[C:7]2[CH:10]=[C:11]([F:14])[CH:12]=[CH:13][C:6]=2[O:5][C:4]2[CH:15]=[CH:16][CH:17]=[CH:18][C:3]1=2.[C:19]([NH2:22])(=[S:21])[CH3:20], predict the reaction product. The product is: [F:14][C:11]1[CH:12]=[CH:13][C:6]2[O:5][C:4]3[CH:15]=[CH:16][CH:17]=[CH:18][C:3]=3[C:2]3[S:21][C:19]([CH3:20])=[N:22][C:8]=3[C:7]=2[CH:10]=1. (2) Given the reactants [C:1]([O:5][C:6]([N:8]1[CH2:13][CH2:12][CH:11]([O:14][C:15]2[CH:16]=[N:17][C:18](Cl)=[CH:19][CH:20]=2)[CH2:10][CH2:9]1)=[O:7])([CH3:4])([CH3:3])[CH3:2].[NH:22]1[C:30]2[C:25](=[CH:26][C:27]([C:31]([N:33]3[CH2:37][CH2:36][CH2:35][CH2:34]3)=[O:32])=[CH:28][CH:29]=2)[CH:24]=[CH:23]1, predict the reaction product. The product is: [C:1]([O:5][C:6]([N:8]1[CH2:13][CH2:12][CH:11]([O:14][C:15]2[CH:16]=[N:17][C:18]([N:22]3[C:30]4[C:25](=[CH:26][C:27]([C:31]([N:33]5[CH2:37][CH2:36][CH2:35][CH2:34]5)=[O:32])=[CH:28][CH:29]=4)[CH:24]=[CH:23]3)=[CH:19][CH:20]=2)[CH2:10][CH2:9]1)=[O:7])([CH3:4])([CH3:3])[CH3:2]. (3) Given the reactants [CH2:1]([N:3]([C:31](=O)[C:32]1[CH:37]=[CH:36][C:35]([OH:38])=[C:34]([F:39])[CH:33]=1)[C:4]1[CH:9]=[C:8]([O:10][CH3:11])[C:7]([O:12][CH3:13])=[CH:6][C:5]=1[CH:14]1[CH2:23][CH2:22][C:21]2[CH:20]=[C:19]([O:24]C(=O)C(C)(C)C)[CH:18]=[CH:17][C:16]=2[CH2:15]1)[CH3:2].Cl[CH2:42][C:43]([N:45]([CH2:47][CH:48]([CH3:50])[CH3:49])[CH3:46])=O, predict the reaction product. The product is: [CH2:1]([N:3]([CH2:31][C:32]1[CH:37]=[CH:36][C:35]([O:38][CH2:42][CH2:43][N:45]([CH2:47][CH:48]([CH3:50])[CH3:49])[CH3:46])=[C:34]([F:39])[CH:33]=1)[C:4]1[CH:9]=[C:8]([O:10][CH3:11])[C:7]([O:12][CH3:13])=[CH:6][C:5]=1[CH:14]1[CH2:23][CH2:22][C:21]2[CH:20]=[C:19]([OH:24])[CH:18]=[CH:17][C:16]=2[CH2:15]1)[CH3:2]. (4) Given the reactants Cl[C:2]1[C:11]2=[N:12][N:13](CC3C=CC(OC)=CC=3)[CH:14]=[C:10]2[C:9]2[CH:8]=[C:7]([O:24][CH3:25])[CH:6]=[CH:5][C:4]=2[N:3]=1.[NH2:26][C:27]1[CH:32]=[CH:31][C:30]([C:33]([N:35]2[CH2:38][CH2:37][CH2:36]2)=[O:34])=[CH:29][CH:28]=1.Cl, predict the reaction product. The product is: [N:35]1([C:33]([C:30]2[CH:31]=[CH:32][C:27]([NH:26][C:2]3[C:11]4=[N:12][NH:13][CH:14]=[C:10]4[C:9]4[CH:8]=[C:7]([O:24][CH3:25])[CH:6]=[CH:5][C:4]=4[N:3]=3)=[CH:28][CH:29]=2)=[O:34])[CH2:38][CH2:37][CH2:36]1. (5) The product is: [ClH:40].[CH3:33][O:32][C:30](=[O:31])[CH:22]([NH:21][C:17]1[CH:16]=[C:15]([C:12]2[CH:11]=[CH:10][C:9]([NH2:8])=[CH:14][CH:13]=2)[N:20]=[CH:19][N:18]=1)[CH2:23][C:24]1[CH:25]=[CH:26][CH:27]=[CH:28][CH:29]=1. Given the reactants C(OC([NH:8][C:9]1[CH:14]=[CH:13][C:12]([C:15]2[N:20]=[CH:19][N:18]=[C:17]([NH:21][C@H:22]([C:30]([O:32][CH3:33])=[O:31])[CH2:23][C:24]3[CH:29]=[CH:28][CH:27]=[CH:26][CH:25]=3)[CH:16]=2)=[CH:11][CH:10]=1)=O)(C)(C)C.O1CCOCC1.[ClH:40], predict the reaction product. (6) Given the reactants [Mg].Br[C:3]1[CH:8]=[CH:7][C:6]([O:9][CH3:10])=[CH:5][C:4]=1[F:11].[B:12]([O:17]C)([O:15]C)[O:13]C.Cl, predict the reaction product. The product is: [F:11][C:4]1[CH:5]=[C:6]([O:9][CH3:10])[CH:7]=[CH:8][C:3]=1[O:13][B:12]([OH:17])[OH:15]. (7) Given the reactants [CH2:1]([NH2:8])[C:2]1[CH:7]=[CH:6][CH:5]=[CH:4][CH:3]=1.[C:9]([O:13][C:14]([N:16]1[CH2:21][C@H:20]2[C@H:18]([CH2:19]2)[C@H:17]1[CH:22]=O)=[O:15])([CH3:12])([CH3:11])[CH3:10].C(O[BH-](OC(=O)C)OC(=O)C)(=O)C.[Na+].C([O-])(O)=O.[Na+], predict the reaction product. The product is: [C:9]([O:13][C:14]([N:16]1[CH2:21][C@H:20]2[C@H:18]([CH2:19]2)[C@H:17]1[CH2:22][NH:8][CH2:1][C:2]1[CH:7]=[CH:6][CH:5]=[CH:4][CH:3]=1)=[O:15])([CH3:12])([CH3:10])[CH3:11].